From a dataset of Rat liver microsome stability data. Regression/Classification. Given a drug SMILES string, predict its absorption, distribution, metabolism, or excretion properties. Task type varies by dataset: regression for continuous measurements (e.g., permeability, clearance, half-life) or binary classification for categorical outcomes (e.g., BBB penetration, CYP inhibition). Dataset: rlm. (1) The molecule is CCn1c(=O)nc2n(CCC(C)C)nc(-c3nc4ccccc4s3)nc-2c1=O. The result is 1 (stable in rat liver microsomes). (2) The result is 1 (stable in rat liver microsomes). The compound is Cn1cc(-c2cc(F)ccc2N2CCN(CCCc3c[nH]c4ccc(F)cc34)CC2)cn1. (3) The compound is CC(C)Oc1ccc(-c2ccc3c(n2)Oc2c(F)cccc2[C@@H]3C(C)(C)C(=O)NC(N)=O)cn1. The result is 1 (stable in rat liver microsomes). (4) The molecule is CCCOc1ccccc1C(=O)Nc1ccccc1C(=O)Nc1cccc(S(=O)(=O)C(F)(F)F)c1. The result is 1 (stable in rat liver microsomes). (5) The molecule is C=C[C@]1(C)C[C@@H](OC(=O)CSC(C)(C)CNC(=O)[C@H](N)C(C)C)[C@]2(C)[C@H](C)CC[C@]3(CC[C@@H](O)[C@H]32)[C@@H](C)[C@@H]1O. The result is 0 (unstable in rat liver microsomes). (6) The compound is CS(=O)(=O)c1ccc(-c2ccc([C@H](Cn3ccnc3)NC(=O)c3ccc(-c4nnc(-c5ccccc5)o4)cc3)c(Cl)c2)cc1. The result is 0 (unstable in rat liver microsomes).